Dataset: Full USPTO retrosynthesis dataset with 1.9M reactions from patents (1976-2016). Task: Predict the reactants needed to synthesize the given product. (1) Given the product [NH2:25][C@@H:22]1[CH2:23][CH2:24][N:20]([C:18]2[N:17]=[C:16]3[C:12]([N:13]=[CH:14][N:15]3[C@@H:33]3[CH2:37][C@H:36]([NH:38][C:39](=[O:40])[CH2:41][OH:42])[C@@H:35]([OH:46])[C@H:34]3[OH:47])=[C:11]([NH:10][CH2:9][C:8]([C:49]3[CH:54]=[CH:53][C:52]([Cl:55])=[CH:51][CH:50]=3)([C:5]3[CH:6]=[CH:7][C:2]([Cl:1])=[CH:3][CH:4]=3)[OH:48])[N:19]=2)[CH2:21]1, predict the reactants needed to synthesize it. The reactants are: [Cl:1][C:2]1[CH:7]=[CH:6][C:5]([C:8]([C:49]2[CH:54]=[CH:53][C:52]([Cl:55])=[CH:51][CH:50]=2)([OH:48])[CH2:9][NH:10][C:11]2[N:19]=[C:18]([N:20]3[CH2:24][CH2:23][C@@H:22]([NH:25]C(OC(C)(C)C)=O)[CH2:21]3)[N:17]=[C:16]3[C:12]=2[N:13]=[CH:14][N:15]3[C@@H:33]2[CH2:37][C@H:36]([NH:38][C:39]([CH2:41][O:42]C(=O)C)=[O:40])[C@@H:35]([OH:46])[C@H:34]2[OH:47])=[CH:4][CH:3]=1.Cl. (2) Given the product [Br:16][C:11]1[CH:10]=[N:15][C:14]([O:6][CH:4]2[CH2:5][CH2:19][N:18]([CH3:17])[CH2:20][CH2:3]2)=[CH:13][N:12]=1, predict the reactants needed to synthesize it. The reactants are: CN1[CH2:5][CH:4]([OH:6])[CH2:3]1.[H-].[Na+].Br[C:10]1[C:11]([Br:16])=[N:12][CH:13]=[CH:14][N:15]=1.[CH3:17][N:18]([CH:20]=O)[CH3:19].